Dataset: Catalyst prediction with 721,799 reactions and 888 catalyst types from USPTO. Task: Predict which catalyst facilitates the given reaction. (1) Reactant: [Cl:1][C:2]1[CH:3]=[CH:4][C:5]([O:10][CH:11]([CH3:13])[CH3:12])=[C:6]([CH:9]=1)[CH:7]=O.[Cl:14][C:15]1[CH:23]=[C:22]2[C:18]([CH2:19][C:20](=[O:24])[NH:21]2)=[CH:17][CH:16]=1.N1CCCC1. Product: [Cl:14][C:15]1[CH:23]=[C:22]2[C:18](/[C:19](=[CH:7]/[C:6]3[CH:9]=[C:2]([Cl:1])[CH:3]=[CH:4][C:5]=3[O:10][CH:11]([CH3:13])[CH3:12])/[C:20](=[O:24])[NH:21]2)=[CH:17][CH:16]=1. The catalyst class is: 5. (2) Reactant: Cl.Cl.[CH:3]1([N:7]2[CH2:13][CH2:12][CH2:11][NH:10][CH2:9][CH2:8]2)[CH2:6][CH2:5][CH2:4]1.[C:14](N1CCCNCC1)([O:16][C:17]([CH3:20])([CH3:19])[CH3:18])=[O:15].C1(=O)CCC1.[BH-](OC(C)=O)(OC(C)=O)OC(C)=O.[Na+]. The catalyst class is: 26. Product: [C:14]([N:10]1[CH2:11][CH2:12][CH2:13][N:7]([CH:3]2[CH2:6][CH2:5][CH2:4]2)[CH2:8][CH2:9]1)([O:16][C:17]([CH3:20])([CH3:19])[CH3:18])=[O:15]. (3) Reactant: [Cl:1][C:2]1[CH:3]=[C:4]([C:8]2[O:9][C:10]3[CH2:15][CH2:14][N:13]([C:16]4[N:23]=[CH:22]C=C[C:17]=4C#N)[CH2:12][C:11]=3[N:24]=2)[CH:5]=[CH:6][CH:7]=1.Cl[C:26]1C=NC=C[N:27]=1. Product: [Cl:1][C:2]1[CH:3]=[C:4]([C:8]2[O:9][C:10]3[CH2:15][CH2:14][N:13]([C:16]4[CH:17]=[N:27][CH:26]=[CH:22][N:23]=4)[CH2:12][C:11]=3[N:24]=2)[CH:5]=[CH:6][CH:7]=1. The catalyst class is: 25. (4) Reactant: [Cl:1][C:2]1[C:11]([N:12]2[CH2:17][CH2:16][O:15][CH2:14][CH2:13]2)=[CH:10][C:5]([C:6]([NH:8][CH3:9])=[O:7])=[C:4]([CH3:18])[CH:3]=1.[F:19][C:20]([F:30])([F:29])[C:21]1[CH:28]=[CH:27][CH:26]=[CH:25][C:22]=1C#N.[Cl-].[NH4+]. Product: [Cl:1][C:2]1[CH:3]=[C:4]2[C:5](=[CH:10][C:11]=1[N:12]1[CH2:17][CH2:16][O:15][CH2:14][CH2:13]1)[C:6](=[O:7])[NH:8][C:9]([C:22]1[CH:25]=[CH:26][CH:27]=[CH:28][C:21]=1[C:20]([F:30])([F:29])[F:19])=[CH:18]2. The catalyst class is: 1. (5) Reactant: Br[C:2]1[CH:3]=[CH:4][C:5]2[O:9][CH2:8][S:7][C:6]=2[CH:10]=1.[Li]CCCC.[CH3:16][C:17]1([CH3:24])[C:21]([CH3:23])([CH3:22])[O:20][BH:19][O:18]1.[NH4+].[Cl-]. Product: [O:9]1[C:5]2[CH:4]=[CH:3][C:2]([B:19]3[O:20][C:21]([CH3:23])([CH3:22])[C:17]([CH3:24])([CH3:16])[O:18]3)=[CH:10][C:6]=2[S:7][CH2:8]1. The catalyst class is: 7. (6) Reactant: [H-].[Na+].[CH2:3]([O:5][C:6]1[C:11]([C:12]2([OH:23])[C:20]3[C:15](=[CH:16][CH:17]=[C:18]([I:21])[CH:19]=3)[NH:14][C:13]2=[O:22])=[CH:10][CH:9]=[CH:8][N:7]=1)[CH3:4].[CH3:24][O:25][C:26]1[CH:31]=[C:30]([O:32][CH3:33])[CH:29]=[CH:28][C:27]=1[S:34](Cl)(=[O:36])=[O:35].O. Product: [CH3:24][O:25][C:26]1[CH:31]=[C:30]([O:32][CH3:33])[CH:29]=[CH:28][C:27]=1[S:34]([N:14]1[C:15]2[C:20](=[CH:19][C:18]([I:21])=[CH:17][CH:16]=2)[C:12]([C:11]2[C:6]([O:5][CH2:3][CH3:4])=[N:7][CH:8]=[CH:9][CH:10]=2)([OH:23])[C:13]1=[O:22])(=[O:35])=[O:36]. The catalyst class is: 369.